Dataset: Human liver microsome stability data. Task: Regression/Classification. Given a drug SMILES string, predict its absorption, distribution, metabolism, or excretion properties. Task type varies by dataset: regression for continuous measurements (e.g., permeability, clearance, half-life) or binary classification for categorical outcomes (e.g., BBB penetration, CYP inhibition). Dataset: hlm. The drug is O=C(NC[C@H]1CC[C@@H](CCOc2ccccc2)CC1)c1cc[nH]n1. The result is 0 (unstable in human liver microsomes).